From a dataset of Full USPTO retrosynthesis dataset with 1.9M reactions from patents (1976-2016). Predict the reactants needed to synthesize the given product. (1) The reactants are: Cl.[NH2:2][C@H:3]1[CH2:8][CH2:7][C@H:6]([C:9]([O:11][CH3:12])=[O:10])[CH2:5][CH2:4]1.C(N(CC)CC)C.Cl[C:21]([O:23][CH2:24][CH2:25][Cl:26])=[O:22].Cl. Given the product [Cl:26][CH2:25][CH2:24][O:23][C:21]([NH:2][C@H:3]1[CH2:4][CH2:5][C@H:6]([C:9]([O:11][CH3:12])=[O:10])[CH2:7][CH2:8]1)=[O:22], predict the reactants needed to synthesize it. (2) Given the product [CH2:1]([O:8][N:9]1[C:18](=[O:19])[C:17]2[C:12](=[CH:13][C:14]([F:21])=[C:15]([F:20])[CH:16]=2)[N:11]([CH2:26][CH:27]2[CH2:29][CH2:28]2)[C:10]1=[O:22])[C:2]1[CH:7]=[CH:6][CH:5]=[CH:4][CH:3]=1, predict the reactants needed to synthesize it. The reactants are: [CH2:1]([O:8][N:9]1[C:18](=[O:19])[C:17]2[C:12](=[CH:13][C:14]([F:21])=[C:15]([F:20])[CH:16]=2)[NH:11][C:10]1=[O:22])[C:2]1[CH:7]=[CH:6][CH:5]=[CH:4][CH:3]=1.[H-].[Na+].Br[CH2:26][CH:27]1[CH2:29][CH2:28]1. (3) Given the product [C:56]([CH2:55][O:36][C:35](=[O:37])[C:34]1[CH:38]=[CH:39][C:31]([NH:30][C:28]([C@H:9]2[C@H:8]([C:4]3[CH:5]=[CH:6][CH:7]=[C:2]([Cl:1])[C:3]=3[F:42])[C@:12]([C:15]3[CH:20]=[CH:19][C:18]([Cl:21])=[CH:17][C:16]=3[F:22])([C:13]#[N:14])[C@H:11]([CH2:23][C:24]([CH3:26])([CH3:27])[CH3:25])[NH:10]2)=[O:29])=[C:32]([O:40][CH3:41])[CH:33]=1)(=[O:57])[NH2:58], predict the reactants needed to synthesize it. The reactants are: [Cl:1][C:2]1[C:3]([F:42])=[C:4]([C@@H:8]2[C@:12]([C:15]3[CH:20]=[CH:19][C:18]([Cl:21])=[CH:17][C:16]=3[F:22])([C:13]#[N:14])[C@H:11]([CH2:23][C:24]([CH3:27])([CH3:26])[CH3:25])[NH:10][C@H:9]2[C:28]([NH:30][C:31]2[CH:39]=[CH:38][C:34]([C:35]([OH:37])=[O:36])=[CH:33][C:32]=2[O:40][CH3:41])=[O:29])[CH:5]=[CH:6][CH:7]=1.C(=O)([O-])[O-].[Cs+].[Cs+].CN(C)C=O.Cl[CH2:55][C:56]([NH2:58])=[O:57]. (4) Given the product [Cl:1][C:2]1[CH:11]=[CH:10][C:5]([C:6]([OH:8])=[O:7])=[C:4]([CH2:12][N:13]2[N:17]=[N:16][C:15]([CH3:18])=[N:14]2)[CH:3]=1, predict the reactants needed to synthesize it. The reactants are: [Cl:1][C:2]1[CH:11]=[CH:10][C:5]([C:6]([O:8]C)=[O:7])=[C:4]([CH2:12][N:13]2[N:17]=[N:16][C:15]([CH3:18])=[N:14]2)[CH:3]=1.[OH-].[Na+]. (5) Given the product [C:18]1([C:21]2[CH:22]=[CH:23][CH:24]=[CH:25][CH:26]=2)[CH:17]=[CH:16][C:15]([CH2:14][C@H:10]([NH:9][C:7]([C:6]2[CH:38]=[CH:2][C:3]([C:50]3[CH:51]=[CH:52][C:53]([F:54])=[C:48]([Cl:47])[CH:49]=3)=[CH:4][CH:5]=2)=[O:8])[C:11]([OH:13])=[O:12])=[CH:20][CH:19]=1, predict the reactants needed to synthesize it. The reactants are: Br[C:2]1[CH:3]=[CH:4][C:5](OCCCCCCC)=[C:6]([CH:38]=1)[C:7]([NH:9][C@@H:10]([CH2:14][C:15]1[CH:20]=[CH:19][C:18]([C:21]2[CH:26]=[CH:25][CH:24]=[CH:23][C:22]=2OC2C=CC(C(F)(F)F)=CC=2)=[CH:17][CH:16]=1)[C:11]([OH:13])=[O:12])=[O:8].[Cl:47][C:48]1[CH:49]=[C:50](B(O)O)[CH:51]=[CH:52][C:53]=1[F:54]. (6) Given the product [O:1]=[C:2]1[C:7]2=[CH:8][C:9]3[CH:10]=[CH:11][C:12]([C:15]([NH:51][C:52]4[CH:68]=[CH:67][C:55]5[O:56][CH2:57][CH2:58][N:59]([C:60]([O:62][C:63]([CH3:64])([CH3:65])[CH3:66])=[O:61])[C:54]=5[CH:53]=4)=[O:17])=[CH:13][C:14]=3[N:6]2[CH2:5][CH2:4][NH:3]1, predict the reactants needed to synthesize it. The reactants are: [O:1]=[C:2]1[C:7]2=[CH:8][C:9]3[CH:10]=[CH:11][C:12]([C:15]([OH:17])=O)=[CH:13][C:14]=3[N:6]2[CH2:5][CH2:4][NH:3]1.CCN(C(C)C)C(C)C.CN(C(ON1N=NC2C=CC=NC1=2)=[N+](C)C)C.F[P-](F)(F)(F)(F)F.[NH2:51][C:52]1[CH:68]=[CH:67][C:55]2[O:56][CH2:57][CH2:58][N:59]([C:60]([O:62][C:63]([CH3:66])([CH3:65])[CH3:64])=[O:61])[C:54]=2[CH:53]=1. (7) Given the product [N+:1]([C:4]1[CH:5]=[CH:6][C:7](/[C:10](/[C:14]2[CH:15]=[CH:16][CH:17]=[CH:18][CH:19]=2)=[CH:11]/[CH:12]=[O:13])=[CH:8][CH:9]=1)([O-:3])=[O:2], predict the reactants needed to synthesize it. The reactants are: [N+:1]([C:4]1[CH:9]=[CH:8][C:7](/[C:10](/[C:14]2[CH:19]=[CH:18][CH:17]=[CH:16][CH:15]=2)=[CH:11]/[CH2:12][OH:13])=[CH:6][CH:5]=1)([O-:3])=[O:2].CC(OI1(OC(C)=O)(OC(C)=O)OC(=O)C2C=CC=CC1=2)=O. (8) Given the product [ClH:22].[NH:8]1[CH2:9][CH2:10][CH:11]([NH:14][C:15]2[CH:20]=[CH:19][CH:18]=[CH:17][C:16]=2[OH:21])[CH2:12][CH2:13]1, predict the reactants needed to synthesize it. The reactants are: C(OC([N:8]1[CH2:13][CH2:12][CH:11]([NH:14][C:15]2[CH:20]=[CH:19][CH:18]=[CH:17][C:16]=2[OH:21])[CH2:10][CH2:9]1)=O)(C)(C)C.[ClH:22]. (9) Given the product [C:1]([C:5]1[O:9][N:8]=[C:7]([NH:10][C:11]([NH:13][C:14]2[CH:19]=[CH:18][CH:17]=[C:16]([C:20]#[C:21][C:22]3[CH:23]=[N:24][C:25]([NH:29][CH2:30][CH2:31][N:32]4[CH2:37][CH2:36][NH:35][CH2:34][CH2:33]4)=[N:26][CH:27]=3)[CH:15]=2)=[O:12])[CH:6]=1)([CH3:4])([CH3:3])[CH3:2], predict the reactants needed to synthesize it. The reactants are: [C:1]([C:5]1[O:9][N:8]=[C:7]([NH:10][C:11]([NH:13][C:14]2[CH:19]=[CH:18][CH:17]=[C:16]([C:20]#[C:21][C:22]3[CH:23]=[N:24][C:25](Cl)=[N:26][CH:27]=3)[CH:15]=2)=[O:12])[CH:6]=1)([CH3:4])([CH3:3])[CH3:2].[NH2:29][CH2:30][CH2:31][N:32]1[CH2:37][CH2:36][N:35](C(OC(C)(C)C)=O)[CH2:34][CH2:33]1.Cl.